Dataset: NCI-60 drug combinations with 297,098 pairs across 59 cell lines. Task: Regression. Given two drug SMILES strings and cell line genomic features, predict the synergy score measuring deviation from expected non-interaction effect. (1) Drug 1: C1CCC(CC1)NC(=O)N(CCCl)N=O. Drug 2: CN(CC1=CN=C2C(=N1)C(=NC(=N2)N)N)C3=CC=C(C=C3)C(=O)NC(CCC(=O)O)C(=O)O. Cell line: T-47D. Synergy scores: CSS=-4.23, Synergy_ZIP=3.23, Synergy_Bliss=4.65, Synergy_Loewe=-4.10, Synergy_HSA=-2.22. (2) Drug 1: CC1=C(C=C(C=C1)NC2=NC=CC(=N2)N(C)C3=CC4=NN(C(=C4C=C3)C)C)S(=O)(=O)N.Cl. Drug 2: CCC1=C2CN3C(=CC4=C(C3=O)COC(=O)C4(CC)O)C2=NC5=C1C=C(C=C5)O. Cell line: OVCAR-5. Synergy scores: CSS=16.5, Synergy_ZIP=-6.60, Synergy_Bliss=3.59, Synergy_Loewe=-25.8, Synergy_HSA=1.54. (3) Drug 1: C1=NC2=C(N1)C(=S)N=CN2. Drug 2: C1CN(P(=O)(OC1)NCCCl)CCCl. Cell line: UACC-257. Synergy scores: CSS=20.7, Synergy_ZIP=-4.94, Synergy_Bliss=-0.750, Synergy_Loewe=-21.6, Synergy_HSA=-2.24. (4) Drug 1: COC1=NC(=NC2=C1N=CN2C3C(C(C(O3)CO)O)O)N. Drug 2: CC(C)NC(=O)C1=CC=C(C=C1)CNNC.Cl. Cell line: SF-539. Synergy scores: CSS=11.7, Synergy_ZIP=-5.58, Synergy_Bliss=-5.25, Synergy_Loewe=-0.757, Synergy_HSA=-0.530. (5) Drug 1: COC1=CC(=CC(=C1O)OC)C2C3C(COC3=O)C(C4=CC5=C(C=C24)OCO5)OC6C(C(C7C(O6)COC(O7)C8=CC=CS8)O)O. Drug 2: C1C(C(OC1N2C=NC(=NC2=O)N)CO)O. Cell line: DU-145. Synergy scores: CSS=35.1, Synergy_ZIP=3.56, Synergy_Bliss=5.59, Synergy_Loewe=-11.3, Synergy_HSA=7.81. (6) Drug 1: CCC1(CC2CC(C3=C(CCN(C2)C1)C4=CC=CC=C4N3)(C5=C(C=C6C(=C5)C78CCN9C7C(C=CC9)(C(C(C8N6C=O)(C(=O)OC)O)OC(=O)C)CC)OC)C(=O)OC)O.OS(=O)(=O)O. Drug 2: C1CN(CCN1C(=O)CCBr)C(=O)CCBr. Cell line: 786-0. Synergy scores: CSS=7.23, Synergy_ZIP=-3.11, Synergy_Bliss=1.16, Synergy_Loewe=-0.621, Synergy_HSA=-0.884. (7) Drug 1: CC1=C(C(CCC1)(C)C)C=CC(=CC=CC(=CC(=O)O)C)C. Drug 2: CC1C(C(CC(O1)OC2CC(CC3=C2C(=C4C(=C3O)C(=O)C5=CC=CC=C5C4=O)O)(C(=O)C)O)N)O. Cell line: MALME-3M. Synergy scores: CSS=69.5, Synergy_ZIP=9.90, Synergy_Bliss=9.87, Synergy_Loewe=8.91, Synergy_HSA=13.8. (8) Synergy scores: CSS=2.25, Synergy_ZIP=-2.23, Synergy_Bliss=1.68, Synergy_Loewe=-8.49, Synergy_HSA=-1.31. Drug 1: CC1C(C(=O)NC(C(=O)N2CCCC2C(=O)N(CC(=O)N(C(C(=O)O1)C(C)C)C)C)C(C)C)NC(=O)C3=C4C(=C(C=C3)C)OC5=C(C(=O)C(=C(C5=N4)C(=O)NC6C(OC(=O)C(N(C(=O)CN(C(=O)C7CCCN7C(=O)C(NC6=O)C(C)C)C)C)C(C)C)C)N)C. Cell line: SN12C. Drug 2: C1=NNC2=C1C(=O)NC=N2.